From a dataset of Reaction yield outcomes from USPTO patents with 853,638 reactions. Predict the reaction yield, written as a fraction of the theoretical maximum amount of product (1.0 means a 100% yield; for example, 0.34 means a 34% yield). (1) The reactants are [F:1][C:2]1[CH:22]=[C:21]([N:23]=[C:24]=[O:25])[CH:20]=[CH:19][C:3]=1[O:4][C:5]1[CH:10]=[CH:9][N:8]=[C:7]([NH:11][C:12]([N:14]2[CH2:18][CH2:17][CH2:16][CH2:15]2)=[O:13])[CH:6]=1.[F:26][C:27]1[CH:32]=[CH:31][C:30]([N:33]2[C:37](=[O:38])[CH2:36][NH:35][C:34]2=[O:39])=[CH:29][CH:28]=1.O=C1N(C2C=CC=CC=2)CCN1C(Cl)=O.[H-].[Na+]. The product is [F:1][C:2]1[CH:22]=[C:21]([NH:23][C:24]([N:35]2[CH2:36][C:37](=[O:38])[N:33]([C:30]3[CH:29]=[CH:28][C:27]([F:26])=[CH:32][CH:31]=3)[C:34]2=[O:39])=[O:25])[CH:20]=[CH:19][C:3]=1[O:4][C:5]1[CH:10]=[CH:9][N:8]=[C:7]([NH:11][C:12]([N:14]2[CH2:18][CH2:17][CH2:16][CH2:15]2)=[O:13])[CH:6]=1. The catalyst is COCCOC. The yield is 0.0400. (2) The reactants are [Cl:1][C:2]1[CH:3]=[C:4]([CH:9]([C:26]2([OH:32])[CH2:31][CH2:30][CH2:29][CH2:28][CH2:27]2)[C:10]([N:12]2[CH2:17][CH2:16][CH:15]([NH:18][C:19](=[O:25])[O:20]CCCC)[CH2:14][CH2:13]2)=O)[CH:5]=[CH:6][C:7]=1[Cl:8].B. The catalyst is O1CCCC1. The product is [Cl:1][C:2]1[CH:3]=[C:4]([CH:9]([C:26]2([OH:32])[CH2:31][CH2:30][CH2:29][CH2:28][CH2:27]2)[CH2:10][N:12]2[CH2:17][CH2:16][CH:15]([NH:18][C:19](=[O:25])[O:20][C:4]([CH3:9])([CH3:5])[CH3:3])[CH2:14][CH2:13]2)[CH:5]=[CH:6][C:7]=1[Cl:8]. The yield is 0.530. (3) The reactants are OS(O)(=O)=O.[N+:6]([O-:9])(O)=[O:7].[F:10][C:11]1[C:19]([F:20])=[C:18]([F:21])[CH:17]=[CH:16][C:12]=1[C:13]([OH:15])=[O:14]. No catalyst specified. The product is [F:10][C:11]1[C:19]([F:20])=[C:18]([F:21])[C:17]([N+:6]([O-:9])=[O:7])=[CH:16][C:12]=1[C:13]([OH:15])=[O:14]. The yield is 0.920. (4) The reactants are [N+:1]([C:4]1[CH:5]=[C:6]([CH:9]=[CH:10][CH:11]=1)[CH2:7]Br)([O-:3])=[O:2].C(=O)([O-])[O-].[K+].[K+].Cl.[CH2:19]([O:21][C:22](=[O:32])[C@H:23]([CH2:25][C:26]1[CH:31]=[CH:30][CH:29]=[CH:28][CH:27]=1)[NH2:24])[CH3:20]. The catalyst is CN(C=O)C. The product is [CH2:19]([O:21][C:22](=[O:32])[C@@H:23]([NH:24][CH2:7][C:6]1[CH:9]=[CH:10][CH:11]=[C:4]([N+:1]([O-:3])=[O:2])[CH:5]=1)[CH2:25][C:26]1[CH:31]=[CH:30][CH:29]=[CH:28][CH:27]=1)[CH3:20]. The yield is 0.240.